The task is: Predict the product of the given reaction.. This data is from Forward reaction prediction with 1.9M reactions from USPTO patents (1976-2016). (1) Given the reactants [Br:1][C:2]1[CH:7]=[CH:6][C:5]([N:8]2[C:19]3[C:11](=[C:12]4[N:16]([C:17](=[O:21])[C:18]=3[F:20])[CH2:15][CH2:14][CH2:13]4)[NH:10][C:9]2=[O:22])=[C:4]([F:23])[CH:3]=1.[H-].[Na+].[CH2:26]([C:29]1([S:32](Cl)(=[O:34])=[O:33])[CH2:31][CH2:30]1)[CH:27]=[CH2:28], predict the reaction product. The product is: [CH2:26]([C:29]1([S:32]([N:10]2[C:11]3[C:19](=[C:18]([F:20])[C:17](=[O:21])[N:16]4[C:12]=3[CH2:13][CH2:14][CH2:15]4)[N:8]([C:5]3[CH:6]=[CH:7][C:2]([Br:1])=[CH:3][C:4]=3[F:23])[C:9]2=[O:22])(=[O:34])=[O:33])[CH2:31][CH2:30]1)[CH:27]=[CH2:28]. (2) Given the reactants C(OC(=O)[NH:7][C:8]1[CH:13]=[C:12]([O:14][C:15]2[N:20]=[C:19]3[S:21][C:22]([NH:24][C:25](=[O:28])[CH2:26][CH3:27])=[N:23][C:18]3=[CH:17][CH:16]=2)[C:11]([Cl:29])=[CH:10][C:9]=1[F:30])(C)(C)C, predict the reaction product. The product is: [NH2:7][C:8]1[C:9]([F:30])=[CH:10][C:11]([Cl:29])=[C:12]([CH:13]=1)[O:14][C:15]1[N:20]=[C:19]2[S:21][C:22]([NH:24][C:25](=[O:28])[CH2:26][CH3:27])=[N:23][C:18]2=[CH:17][CH:16]=1. (3) Given the reactants Br[C:2]1[CH:3]=[CH:4][C:5]([F:14])=[C:6]([C:8]2[N:9]=[N:10][CH:11]=[CH:12][CH:13]=2)[CH:7]=1.[B:15]1(B2OCC(C)(C)CO2)[O:20]CC(C)(C)C[O:16]1, predict the reaction product. The product is: [F:14][C:5]1[CH:4]=[CH:3][C:2]([B:15]([OH:20])[OH:16])=[CH:7][C:6]=1[C:8]1[N:9]=[N:10][CH:11]=[CH:12][CH:13]=1. (4) Given the reactants [OH:1][C@@:2]([CH3:11])([CH2:9][OH:10])[C:3](N(OC)C)=[O:4].[OH2:12].[OH-].[Li+:14], predict the reaction product. The product is: [OH:1][C@@:2]([CH3:11])([CH2:9][OH:10])[C:3]([O-:4])=[O:12].[Li+:14].